Dataset: Catalyst prediction with 721,799 reactions and 888 catalyst types from USPTO. Task: Predict which catalyst facilitates the given reaction. (1) Reactant: [NH2:1][C:2]1[CH:7]=[CH:6][C:5]([Cl:8])=[CH:4][C:3]=1[C:9](=[O:11])[CH3:10].[O:12](S(C(F)(F)F)(=O)=O)[S:13]([C:16]([F:19])([F:18])[F:17])(=O)=[O:14]. Product: [C:9]([C:3]1[CH:4]=[C:5]([Cl:8])[CH:6]=[CH:7][C:2]=1[NH:1][S:13]([C:16]([F:19])([F:18])[F:17])(=[O:14])=[O:12])(=[O:11])[CH3:10]. The catalyst class is: 4. (2) Reactant: [O:1]1[C:5]2([CH2:10][CH2:9][CH:8]([OH:11])[CH2:7][CH2:6]2)[O:4][CH2:3][CH2:2]1.[Cl:12][C:13]1[C:14](F)=[CH:15][C:16]([F:26])=[C:17]([CH:25]=1)[C:18]([O:20][C:21]([CH3:24])([CH3:23])[CH3:22])=[O:19].CC(C)([O-])C.[K+]. Product: [O:1]1[C:5]2([CH2:10][CH2:9][CH:8]([O:11][C:14]3[C:13]([Cl:12])=[CH:25][C:17]([C:18]([O:20][C:21]([CH3:22])([CH3:23])[CH3:24])=[O:19])=[C:16]([F:26])[CH:15]=3)[CH2:7][CH2:6]2)[O:4][CH2:3][CH2:2]1. The catalyst class is: 16.